Dataset: Reaction yield outcomes from USPTO patents with 853,638 reactions. Task: Predict the reaction yield, written as a fraction of the theoretical maximum amount of product (1.0 means a 100% yield; for example, 0.34 means a 34% yield). (1) The reactants are C(OC([C:6]1[CH:7]=[C:8]([C:12]2[CH:17]=[CH:16][C:15]([CH3:18])=[CH:14][CH:13]=2)[CH:9]=[CH:10][CH:11]=1)=O)C.BrC1C=CC=CC=1[C:22]([O:24][CH2:25][CH3:26])=[O:23].CC1C=CC(B(O)O)=CC=1.C(=O)([O-])[O-].[Na+].[Na+].C1(P(C2C=CC=CC=2)C2C=CC=CC=2)C=CC=CC=1. The catalyst is C1COCC1.C([O-])(=O)C.[Pd+2].C([O-])(=O)C.[Cu]I. The product is [CH2:25]([O:24][C:22]([C:7]1[C:8]([C:12]2[CH:13]=[CH:14][C:15]([CH3:18])=[CH:16][CH:17]=2)=[CH:9][CH:10]=[CH:11][CH:6]=1)=[O:23])[CH3:26]. The yield is 0.990. (2) The reactants are [CH3:1][N:2]1[CH:6]=[CH:5][N:4]=[C:3]1[CH3:7].[Cl:8][CH2:9][CH:10]([OH:13])[CH2:11][OH:12]. The catalyst is CCOCC. The product is [Cl-:8].[OH:13][CH:10]([CH2:11][OH:12])[CH2:9][N+:4]1[CH:5]=[CH:6][N:2]([CH3:1])[C:3]=1[CH3:7]. The yield is 1.00. (3) The reactants are [F:1][C:2]1[C:7]([C:8]([OH:10])=O)=[C:6]([CH3:11])[C:5]([C:12]2[CH:17]=[CH:16][CH:15]=[C:14]([F:18])[CH:13]=2)=[CH:4][CH:3]=1.O=S(Cl)Cl.[NH2:23][C:24]1[C:25]([F:32])=[C:26]([OH:31])[CH:27]=[CH:28][C:29]=1[F:30].C([O-])(O)=O.[Na+]. The catalyst is C1COCC1.O. The product is [F:32][C:25]1[C:26]([OH:31])=[CH:27][CH:28]=[C:29]([F:30])[C:24]=1[NH:23][C:8](=[O:10])[C:7]1[C:2]([F:1])=[CH:3][CH:4]=[C:5]([C:12]2[CH:17]=[CH:16][CH:15]=[C:14]([F:18])[CH:13]=2)[C:6]=1[CH3:11]. The yield is 0.110. (4) The reactants are [Br:1][C:2]1[CH:3]=[C:4]2[C:9](=[CH:10][CH:11]=1)[C:8](=[O:12])[NH:7][C:6](=[O:13])[C:5]2=[CH:14]OC.Cl.[NH2:18][CH2:19][C:20]1[CH:21]=[C:22]([O:31][CH2:32][CH2:33][CH3:34])[C:23]([O:27][CH2:28][CH2:29][CH3:30])=[C:24]([OH:26])[CH:25]=1.CCN(CC)CC.O. The catalyst is CN(C)C=O. The product is [Br:1][C:2]1[CH:3]=[C:4]2[C:9](=[CH:10][CH:11]=1)[C:8](=[O:12])[NH:7][C:6](=[O:13])/[C:5]/2=[CH:14]\[NH:18][CH2:19][C:20]1[CH:21]=[C:22]([O:31][CH2:32][CH2:33][CH3:34])[C:23]([O:27][CH2:28][CH2:29][CH3:30])=[C:24]([OH:26])[CH:25]=1. The yield is 0.910. (5) The reactants are [CH3:1][N:2]1[C:7]2[N:8]([C:20]3[CH:25]=[CH:24][CH:23]=[CH:22][CH:21]=3)[C:9](=[O:19])[N:10]([C:13]3[CH:18]=[CH:17][CH:16]=[CH:15][CH:14]=3)[C:11](=[O:12])[C:6]=2[C:5](SC)=[N:4][C:3]1=[O:28].C1(C)C=CC=CC=1.[Cl:36][C:37]1[CH:43]=[CH:42][C:40]([NH2:41])=[CH:39][CH:38]=1. The catalyst is C(OCC)C. The product is [Cl:36][C:37]1[CH:43]=[CH:42][C:40]([NH:41][C:5]2[C:6]3[C:11](=[O:12])[N:10]([C:13]4[CH:18]=[CH:17][CH:16]=[CH:15][CH:14]=4)[C:9](=[O:19])[N:8]([C:20]4[CH:25]=[CH:24][CH:23]=[CH:22][CH:21]=4)[C:7]=3[N:2]([CH3:1])[C:3](=[O:28])[N:4]=2)=[CH:39][CH:38]=1. The yield is 0.530. (6) The reactants are C([O:4][C:5]1[C:6]([CH:11]([C:17]#[N:18])[C:12]([O:14][CH2:15][CH3:16])=[O:13])=[N:7][CH:8]=[CH:9][CH:10]=1)(=O)C.S(=O)(=O)(O)O.[NH4+].[OH-]. No catalyst specified. The product is [NH2:18][C:17]1[O:4][C:5]2[C:6](=[N:7][CH:8]=[CH:9][CH:10]=2)[C:11]=1[C:12]([O:14][CH2:15][CH3:16])=[O:13]. The yield is 0.340.